From a dataset of Forward reaction prediction with 1.9M reactions from USPTO patents (1976-2016). Predict the product of the given reaction. (1) The product is: [CH2:8]([O:10][C:11]([N:13]1[CH2:18][CH2:17][N:16]([C:19](=[O:46])[C@@H:20]([NH:30][C:31]([C:33]2[CH:38]=[C:37]([C:6]#[C:5][Si:2]([CH3:4])([CH3:3])[CH3:1])[N:36]=[C:35]([C:40]3[CH:41]=[CH:42][CH:43]=[CH:44][CH:45]=3)[N:34]=2)=[O:32])[CH2:21][CH2:22][C:23]([O:25][C:26]([CH3:29])([CH3:28])[CH3:27])=[O:24])[CH2:15][CH2:14]1)=[O:12])[CH3:9]. Given the reactants [CH3:1][Si:2]([C:5]#[CH:6])([CH3:4])[CH3:3].[I-].[CH2:8]([O:10][C:11]([N:13]1[CH2:18][CH2:17][N:16]([C:19](=[O:46])[C@@H:20]([NH:30][C:31]([C:33]2[CH:38]=[C:37](Cl)[N:36]=[C:35]([C:40]3[CH:45]=[CH:44][CH:43]=[CH:42][CH:41]=3)[N:34]=2)=[O:32])[CH2:21][CH2:22][C:23]([O:25][C:26]([CH3:29])([CH3:28])[CH3:27])=[O:24])[CH2:15][CH2:14]1)=[O:12])[CH3:9].[NH4+].[Cl-], predict the reaction product. (2) Given the reactants Br[C:2]1[CH:7]=[C:6]([O:8][C:9]([F:14])([F:13])[CH:10]([F:12])[F:11])[CH:5]=[C:4]([F:15])[CH:3]=1.[Li]CCCC.[F:21][C:22]1[CH:29]=[CH:28][C:25]([CH:26]=[O:27])=[CH:24][C:23]=1[O:30][CH3:31], predict the reaction product. The product is: [F:21][C:22]1[CH:29]=[CH:28][C:25]([CH:26]([C:2]2[CH:7]=[C:6]([O:8][C:9]([F:14])([F:13])[CH:10]([F:12])[F:11])[CH:5]=[C:4]([F:15])[CH:3]=2)[OH:27])=[CH:24][C:23]=1[O:30][CH3:31]. (3) Given the reactants [F:1][C:2]1[CH:3]=[C:4]([NH2:16])[CH:5]=[C:6]([N:8]([CH3:15])[C:9]2[CH:10]=[N:11][CH:12]=[N:13][CH:14]=2)[CH:7]=1.[C:17]([C:19]1[CH:20]=[C:21]([CH:25]=[CH:26][CH:27]=1)[C:22](Cl)=[O:23])#[N:18], predict the reaction product. The product is: [C:17]([C:19]1[CH:20]=[C:21]([CH:25]=[CH:26][CH:27]=1)[C:22]([NH:16][C:4]1[CH:5]=[C:6]([N:8]([CH3:15])[C:9]2[CH:14]=[N:13][CH:12]=[N:11][CH:10]=2)[CH:7]=[C:2]([F:1])[CH:3]=1)=[O:23])#[N:18]. (4) The product is: [CH2:1]([C:8]1[C:9]([C:13]([O:15][CH2:16][CH3:17])=[O:14])=[CH:10][N:11]([CH2:26][C:25]2[CH:28]=[CH:29][C:22]([C:20]#[N:21])=[CH:23][CH:24]=2)[CH:12]=1)[C:2]1[CH:3]=[CH:4][CH:5]=[CH:6][CH:7]=1. Given the reactants [CH2:1]([C:8]1[C:9]([C:13]([O:15][CH2:16][CH3:17])=[O:14])=[CH:10][NH:11][CH:12]=1)[C:2]1[CH:7]=[CH:6][CH:5]=[CH:4][CH:3]=1.[H-].[Na+].[C:20]([C:22]1[CH:29]=[CH:28][C:25]([CH2:26]Br)=[CH:24][CH:23]=1)#[N:21], predict the reaction product. (5) Given the reactants Cl.[CH:2]1([N:5]([CH:19]2[CH2:24][CH2:23][NH:22][CH2:21][CH2:20]2)[C:6](=[O:18])[C:7]2[CH:12]=[CH:11][C:10]([C:13]3[O:17][CH:16]=[N:15][CH:14]=3)=[CH:9][CH:8]=2)[CH2:4][CH2:3]1.[Cl:25][C:26]1[N:30]=[C:29](Cl)[S:28][N:27]=1.C(N(CC)CC)C, predict the reaction product. The product is: [Cl:25][C:26]1[N:30]=[C:29]([N:22]2[CH2:23][CH2:24][CH:19]([N:5]([CH:2]3[CH2:4][CH2:3]3)[C:6](=[O:18])[C:7]3[CH:8]=[CH:9][C:10]([C:13]4[O:17][CH:16]=[N:15][CH:14]=4)=[CH:11][CH:12]=3)[CH2:20][CH2:21]2)[S:28][N:27]=1.